Task: Predict the reactants needed to synthesize the given product.. Dataset: Full USPTO retrosynthesis dataset with 1.9M reactions from patents (1976-2016) The reactants are: [F:1][C:2]1[CH:7]=[CH:6][C:5]([C:8]2[C:16]([C:17]3[CH:22]=[CH:21][N:20]=[C:19]([NH2:23])[CH:18]=3)=[C:11]3[CH2:12][CH2:13][CH2:14][CH2:15][N:10]3[N:9]=2)=[CH:4][CH:3]=1.CCN(C(C)C)C(C)C.[CH:33]1([C:36](Cl)=[O:37])[CH2:35][CH2:34]1.O.[O:40]1[CH2:44][CH2:43][CH2:42][CH2:41]1. Given the product [CH:33]1([C:36]([N:23]([C:19]2[CH:18]=[C:17]([C:16]3[C:8]([C:5]4[CH:6]=[CH:7][C:2]([F:1])=[CH:3][CH:4]=4)=[N:9][N:10]4[CH2:15][CH2:14][CH2:13][CH2:12][C:11]=34)[CH:22]=[CH:21][N:20]=2)[C:44]([CH:43]2[CH2:41][CH2:42]2)=[O:40])=[O:37])[CH2:35][CH2:34]1, predict the reactants needed to synthesize it.